From a dataset of Full USPTO retrosynthesis dataset with 1.9M reactions from patents (1976-2016). Predict the reactants needed to synthesize the given product. (1) Given the product [CH3:12][C:6]1([CH3:13])[C:5]2[C:10](=[N:11][C:2]([C:20]3[CH:19]=[CH:18][CH:17]=[C:16]([C:15]([F:26])([F:25])[F:14])[CH:21]=3)=[CH:3][CH:4]=2)[NH:9][CH2:8][CH2:7]1, predict the reactants needed to synthesize it. The reactants are: Cl[C:2]1[N:11]=[C:10]2[C:5]([C:6]([CH3:13])([CH3:12])[CH2:7][CH2:8][NH:9]2)=[CH:4][CH:3]=1.[F:14][C:15]([F:26])([F:25])[C:16]1[CH:17]=[C:18](B(O)O)[CH:19]=[CH:20][CH:21]=1.C(=O)([O-])[O-].[Cs+].[Cs+]. (2) Given the product [CH2:1]([O:8][C:9]([CH:11]1[CH2:15][CH2:14][CH:13]([NH:17][C:18]2[CH:23]=[CH:22][CH:21]=[CH:20][CH:19]=2)[CH2:12]1)=[O:10])[C:2]1[CH:7]=[CH:6][CH:5]=[CH:4][CH:3]=1, predict the reactants needed to synthesize it. The reactants are: [CH2:1]([O:8][C:9]([CH:11]1[CH2:15][CH2:14][C:13](=O)[CH2:12]1)=[O:10])[C:2]1[CH:7]=[CH:6][CH:5]=[CH:4][CH:3]=1.[NH2:17][C:18]1[CH:23]=[CH:22][CH:21]=[CH:20][CH:19]=1.C(O[BH-](OC(=O)C)OC(=O)C)(=O)C.[Na+].C(=O)([O-])[O-].[K+].[K+]. (3) Given the product [F:19][C:18]([F:21])([F:20])[CH2:22][O:23][C:4]1[CH:12]=[C:11]([C:13]([OH:15])=[O:14])[C:10]([O:23][CH2:22][C:18]([F:21])([F:20])[F:19])=[CH:9][C:5]=1[C:6]([OH:8])=[O:7], predict the reactants needed to synthesize it. The reactants are: [H-].[Na+].Br[C:4]1[CH:12]=[C:11]([C:13]([OH:15])=[O:14])[C:10](Br)=[CH:9][C:5]=1[C:6]([OH:8])=[O:7].Cl.[C:18]([CH2:22][OH:23])([F:21])([F:20])[F:19]. (4) The reactants are: [NH2:1][C:2]1[C:7]([C:8]([F:11])([F:10])[F:9])=[CH:6][CH:5]=[CH:4][C:3]=1[C:12]([C:14]1[CH:19]=[CH:18][CH:17]=[CH:16][CH:15]=1)=O.F[C:21]1[C:26](C(F)(F)F)=[CH:25][CH:24]=[CH:23][C:22]=1[C:31]([C:33]1C=CC=[CH:35][CH:34]=1)=[O:32]. Given the product [CH3:35][C:34]1[C:33]([C:31]([C:22]2[CH:23]=[CH:24][CH:25]=[CH:26][CH:21]=2)=[O:32])=[C:12]([C:14]2[CH:19]=[CH:18][CH:17]=[CH:16][CH:15]=2)[C:3]2[C:2](=[C:7]([C:8]([F:11])([F:10])[F:9])[CH:6]=[CH:5][CH:4]=2)[N:1]=1, predict the reactants needed to synthesize it. (5) Given the product [NH2:23][C:19]1[CH:18]=[C:17]([CH:22]=[CH:21][CH:20]=1)[CH2:16][N:10]1[CH:9]=[N:8][C:7]2[C:11]1=[N:12][C:13]([NH2:15])=[N:14][C:6]=2[C:2]1[O:1][CH:5]=[CH:4][CH:3]=1, predict the reactants needed to synthesize it. The reactants are: [O:1]1[CH:5]=[CH:4][CH:3]=[C:2]1[C:6]1[N:14]=[C:13]([NH2:15])[N:12]=[C:11]2[C:7]=1[N:8]=[CH:9][N:10]2[CH2:16][C:17]1[CH:22]=[CH:21][CH:20]=[C:19]([N+:23]([O-])=O)[CH:18]=1.O.O.Cl[Sn]Cl.Cl.[F-].C([N+](CCCC)(CCCC)CCCC)CCC.[OH-].[Na+].